This data is from NCI-60 drug combinations with 297,098 pairs across 59 cell lines. The task is: Regression. Given two drug SMILES strings and cell line genomic features, predict the synergy score measuring deviation from expected non-interaction effect. (1) Drug 2: CC1C(C(=O)NC(C(=O)N2CCCC2C(=O)N(CC(=O)N(C(C(=O)O1)C(C)C)C)C)C(C)C)NC(=O)C3=C4C(=C(C=C3)C)OC5=C(C(=O)C(=C(C5=N4)C(=O)NC6C(OC(=O)C(N(C(=O)CN(C(=O)C7CCCN7C(=O)C(NC6=O)C(C)C)C)C)C(C)C)C)N)C. Synergy scores: CSS=31.9, Synergy_ZIP=5.94, Synergy_Bliss=7.28, Synergy_Loewe=5.34, Synergy_HSA=5.84. Drug 1: CCCS(=O)(=O)NC1=C(C(=C(C=C1)F)C(=O)C2=CNC3=C2C=C(C=N3)C4=CC=C(C=C4)Cl)F. Cell line: SK-MEL-5. (2) Drug 1: CS(=O)(=O)C1=CC(=C(C=C1)C(=O)NC2=CC(=C(C=C2)Cl)C3=CC=CC=N3)Cl. Drug 2: COCCOC1=C(C=C2C(=C1)C(=NC=N2)NC3=CC=CC(=C3)C#C)OCCOC.Cl. Cell line: UACC-257. Synergy scores: CSS=3.21, Synergy_ZIP=0.489, Synergy_Bliss=4.64, Synergy_Loewe=2.38, Synergy_HSA=2.15. (3) Drug 1: CC12CCC3C(C1CCC2=O)CC(=C)C4=CC(=O)C=CC34C. Drug 2: CS(=O)(=O)OCCCCOS(=O)(=O)C. Cell line: T-47D. Synergy scores: CSS=19.7, Synergy_ZIP=-5.45, Synergy_Bliss=-0.742, Synergy_Loewe=-13.3, Synergy_HSA=-2.33. (4) Drug 1: C1CCN(CC1)CCOC2=CC=C(C=C2)C(=O)C3=C(SC4=C3C=CC(=C4)O)C5=CC=C(C=C5)O. Drug 2: C1CCC(C(C1)N)N.C(=O)(C(=O)[O-])[O-].[Pt+4]. Cell line: HCT-15. Synergy scores: CSS=13.8, Synergy_ZIP=1.81, Synergy_Bliss=6.29, Synergy_Loewe=1.59, Synergy_HSA=3.16. (5) Drug 1: CC1CCC2CC(C(=CC=CC=CC(CC(C(=O)C(C(C(=CC(C(=O)CC(OC(=O)C3CCCCN3C(=O)C(=O)C1(O2)O)C(C)CC4CCC(C(C4)OC)OCCO)C)C)O)OC)C)C)C)OC. Drug 2: CCC1(CC2CC(C3=C(CCN(C2)C1)C4=CC=CC=C4N3)(C5=C(C=C6C(=C5)C78CCN9C7C(C=CC9)(C(C(C8N6C)(C(=O)OC)O)OC(=O)C)CC)OC)C(=O)OC)O.OS(=O)(=O)O. Cell line: RPMI-8226. Synergy scores: CSS=8.53, Synergy_ZIP=14.6, Synergy_Bliss=13.2, Synergy_Loewe=-2.17, Synergy_HSA=0.706. (6) Drug 1: C1CCC(CC1)NC(=O)N(CCCl)N=O. Drug 2: CC1C(C(=O)NC(C(=O)N2CCCC2C(=O)N(CC(=O)N(C(C(=O)O1)C(C)C)C)C)C(C)C)NC(=O)C3=C4C(=C(C=C3)C)OC5=C(C(=O)C(=C(C5=N4)C(=O)NC6C(OC(=O)C(N(C(=O)CN(C(=O)C7CCCN7C(=O)C(NC6=O)C(C)C)C)C)C(C)C)C)N)C. Cell line: HCT116. Synergy scores: CSS=30.8, Synergy_ZIP=6.98, Synergy_Bliss=10.2, Synergy_Loewe=10.4, Synergy_HSA=9.73. (7) Drug 1: C1=CC(=C2C(=C1NCCNCCO)C(=O)C3=C(C=CC(=C3C2=O)O)O)NCCNCCO. Drug 2: CCC1(CC2CC(C3=C(CCN(C2)C1)C4=CC=CC=C4N3)(C5=C(C=C6C(=C5)C78CCN9C7C(C=CC9)(C(C(C8N6C=O)(C(=O)OC)O)OC(=O)C)CC)OC)C(=O)OC)O.OS(=O)(=O)O. Cell line: T-47D. Synergy scores: CSS=42.4, Synergy_ZIP=-4.76, Synergy_Bliss=-0.940, Synergy_Loewe=1.54, Synergy_HSA=2.18.